From a dataset of Forward reaction prediction with 1.9M reactions from USPTO patents (1976-2016). Predict the product of the given reaction. (1) Given the reactants [Cl:1][C:2]1[CH:3]=[C:4]([CH:11]=[C:12]([F:15])[C:13]=1F)[C:5]([O:7][CH2:8][C:9]#[CH:10])=[O:6].[CH2:16]([OH:19])[C:17]#[CH:18].[H-].[Na+].O, predict the reaction product. The product is: [Cl:1][C:2]1[CH:3]=[C:4]([CH:11]=[C:12]([F:15])[C:13]=1[O:19][CH2:16][C:17]#[CH:18])[C:5]([O:7][CH2:8][C:9]#[CH:10])=[O:6]. (2) Given the reactants [H-].[Na+].[Cl:3][C:4]1[CH:8]=[CH:7][NH:6][C:5]=1[C:9]([O:11][CH3:12])=[O:10].[N+:13](C1C=C([N+]([O-])=O)C=CC=1ON)([O-])=O, predict the reaction product. The product is: [NH2:13][N:6]1[CH:7]=[CH:8][C:4]([Cl:3])=[C:5]1[C:9]([O:11][CH3:12])=[O:10]. (3) Given the reactants [CH3:1][C:2]([CH3:35])([CH3:34])[C:3](=[O:33])[CH2:4][O:5][C:6]1[N:10]([C:11]2[CH:16]=[CH:15][CH:14]=[CH:13][C:12]=2[F:17])[N:9]=[C:8]([C:18]([NH:20][C@H:21]([C:26]2[CH:31]=[CH:30][CH:29]=[CH:28][C:27]=2[CH3:32])[CH2:22][C:23]([OH:25])=[O:24])=[O:19])[CH:7]=1.[BH4-].[Na+], predict the reaction product. The product is: [F:17][C:12]1[CH:13]=[CH:14][CH:15]=[CH:16][C:11]=1[N:10]1[C:6]([O:5][CH2:4][CH:3]([OH:33])[C:2]([CH3:35])([CH3:34])[CH3:1])=[CH:7][C:8]([C:18]([NH:20][C@H:21]([C:26]2[CH:31]=[CH:30][CH:29]=[CH:28][C:27]=2[CH3:32])[CH2:22][C:23]([OH:25])=[O:24])=[O:19])=[N:9]1.